From a dataset of Reaction yield outcomes from USPTO patents with 853,638 reactions. Predict the reaction yield, written as a fraction of the theoretical maximum amount of product (1.0 means a 100% yield; for example, 0.34 means a 34% yield). (1) The reactants are C([O-])(=O)C.[K+].Br[C:7]1[CH:12]=[CH:11][C:10]([S:13]([N:16]2[CH2:19][C:18]([CH3:21])([OH:20])[CH2:17]2)(=[O:15])=[O:14])=[CH:9][CH:8]=1.[B:22]1([B:22]2[O:26][C:25]([CH3:28])([CH3:27])[C:24]([CH3:30])([CH3:29])[O:23]2)[O:26][C:25]([CH3:28])([CH3:27])[C:24]([CH3:30])([CH3:29])[O:23]1. The catalyst is C1C=CC(P([C]2[CH][CH][CH][CH]2)C2C=CC=CC=2)=CC=1.C1C=CC(P([C]2[CH][CH][CH][CH]2)C2C=CC=CC=2)=CC=1.Cl[Pd]Cl.[Fe].O1CCOCC1. The product is [CH3:21][C:18]1([OH:20])[CH2:19][N:16]([S:13]([C:10]2[CH:11]=[CH:12][C:7]([B:22]3[O:26][C:25]([CH3:28])([CH3:27])[C:24]([CH3:30])([CH3:29])[O:23]3)=[CH:8][CH:9]=2)(=[O:15])=[O:14])[CH2:17]1. The yield is 0.880. (2) The reactants are [CH3:1][CH2:2][Mg+].[Br-].[OH:5][CH:6]1[CH2:11][CH2:10][CH:9]([C:12](N(OC)C)=[O:13])[CH2:8][CH2:7]1.CCOC(C)=O. The catalyst is C1COCC1. The product is [OH:5][CH:6]1[CH2:11][CH2:10][CH:9]([C:12](=[O:13])[CH2:2][CH3:1])[CH2:8][CH2:7]1. The yield is 0.720. (3) The reactants are Cl.[C:2]1([C:8]2[S:12][C:11]([CH2:13][C:14]3[CH:26]=[CH:25][C:17]([O:18][CH2:19][C@H:20]4[CH2:24][CH2:23][CH2:22][NH:21]4)=[CH:16][CH:15]=3)=[CH:10][CH:9]=2)[CH:7]=[CH:6][CH:5]=[CH:4][CH:3]=1.Br[CH2:28][CH2:29][CH2:30][C:31]([O:33]C)=[O:32]. No catalyst specified. The product is [C:2]1([C:8]2[S:12][C:11]([CH2:13][C:14]3[CH:15]=[CH:16][C:17]([O:18][CH2:19][C@H:20]4[CH2:24][CH2:23][CH2:22][N:21]4[CH2:28][CH2:29][CH2:30][C:31]([OH:33])=[O:32])=[CH:25][CH:26]=3)=[CH:10][CH:9]=2)[CH:3]=[CH:4][CH:5]=[CH:6][CH:7]=1. The yield is 0.360. (4) The reactants are C(O[C:8]1[CH:13]=[CH:12][C:11]([C:14](=[O:24])[C:15]2[CH:20]=[CH:19][C:18]([N+:21]([O-])=O)=[CH:17][CH:16]=2)=[CH:10][C:9]=1[N+:25]([O-])=O)(=O)CC([O-])=O.Cl.[CH3:29][CH2:30][OH:31]. The catalyst is C(Cl)(Cl)Cl. The product is [NH2:21][C:18]1[CH:17]=[CH:16][C:15]([C:14]([C:11]2[CH:10]=[C:9]3[C:8]([CH2:29][C:30](=[O:31])[NH:25]3)=[CH:13][CH:12]=2)=[O:24])=[CH:20][CH:19]=1. The yield is 0.510. (5) The reactants are [Br:1][C:2]1[C:3](F)=[C:4]2[C:10]([NH:11][C:12](=[O:20])[C:13]3[C:18]([CH3:19])=[CH:17][CH:16]=[CH:15][N:14]=3)=[CH:9][NH:8][C:5]2=[N:6][CH:7]=1.[NH:22]1[CH2:27][CH2:26][CH2:25][C@@H:24]([NH:28][C:29](=[O:35])[O:30][C:31]([CH3:34])([CH3:33])[CH3:32])[CH2:23]1. The catalyst is CCCCO. The product is [Br:1][C:2]1[C:3]([N:22]2[CH2:27][CH2:26][CH2:25][C@@H:24]([NH:28][C:29](=[O:35])[O:30][C:31]([CH3:33])([CH3:32])[CH3:34])[CH2:23]2)=[C:4]2[C:10]([NH:11][C:12](=[O:20])[C:13]3[C:18]([CH3:19])=[CH:17][CH:16]=[CH:15][N:14]=3)=[CH:9][NH:8][C:5]2=[N:6][CH:7]=1. The yield is 0.280. (6) The reactants are [H-].[Na+].P([CH2:7][C:8]([O:10][CH2:11][CH3:12])=[O:9])(O)(O)=O.[Br:13][C:14]1[CH:15]=[C:16]([CH:21]=O)[CH:17]=[N:18][C:19]=1[CH3:20].O. The catalyst is COCCOC. The yield is 0.830. The product is [Br:13][C:14]1[CH:15]=[C:16](/[CH:21]=[CH:7]/[C:8]([O:10][CH2:11][CH3:12])=[O:9])[CH:17]=[N:18][C:19]=1[CH3:20]. (7) The reactants are [CH2:1]([O:3][C:4]([C:6]1[NH:7][CH:8]=[C:9]2[CH:18]([C:19]3[O:20][C:21]([S:24][C:25]4[NH:29][C:28]5[CH:30]=[CH:31][C:32]([OH:34])=[CH:33][C:27]=5[N:26]=4)=[CH:22][CH:23]=3)[C:17]3[C:16](=[O:35])[CH2:15][N:14](OC(C)(C)C)[CH2:13][C:12]=3[NH:11][C:10]=12)=[O:5])[CH3:2].[ClH:41]. The catalyst is O1CCOCC1. The product is [ClH:41].[CH2:1]([O:3][C:4]([C:6]1[NH:7][CH:8]=[C:9]2[CH:18]([C:19]3[O:20][C:21]([S:24][C:25]4[NH:29][C:28]5[CH:30]=[CH:31][C:32]([OH:34])=[CH:33][C:27]=5[N:26]=4)=[CH:22][CH:23]=3)[C:17]3[C:16](=[O:35])[CH2:15][NH:14][CH2:13][C:12]=3[NH:11][C:10]=12)=[O:5])[CH3:2]. The yield is 0.730. (8) The reactants are [F:1][C:2]([F:17])([F:16])[C:3]1[NH:4][C:5]2[C:10]([C:11]=1[CH3:12])=[CH:9][CH:8]=[CH:7][C:6]=2[C:13]([OH:15])=O.[N:18]1[CH:23]=[C:22]([C:24]2[CH:25]=[C:26]([CH:28]=[CH:29][CH:30]=2)[NH2:27])[CH:21]=[N:20][CH:19]=1.Cl.C(N=C=NCCCN(C)C)C. The catalyst is ClCCl.CN(C)C1C=CN=CC=1. The product is [N:18]1[CH:23]=[C:22]([C:24]2[CH:25]=[C:26]([NH:27][C:13]([C:6]3[CH:7]=[CH:8][CH:9]=[C:10]4[C:5]=3[NH:4][C:3]([C:2]([F:1])([F:17])[F:16])=[C:11]4[CH3:12])=[O:15])[CH:28]=[CH:29][CH:30]=2)[CH:21]=[N:20][CH:19]=1. The yield is 0.535.